This data is from Forward reaction prediction with 1.9M reactions from USPTO patents (1976-2016). The task is: Predict the product of the given reaction. Given the reactants Br[C:2]1[CH:3]=[CH:4][C:5]([N:10]2[CH:14]=[C:13]([CH3:15])[N:12]=[CH:11]2)=[C:6]([CH:9]=1)[C:7]#[N:8].[C:16]1([CH:22]([N:24]2[CH:28]=[N:27][C:26]([NH2:29])=[N:25]2)[CH3:23])[CH:21]=[CH:20][CH:19]=[CH:18][CH:17]=1, predict the reaction product. The product is: [CH3:15][C:13]1[N:12]=[CH:11][N:10]([C:5]2[CH:4]=[CH:3][C:2]([NH:29][C:26]3[N:27]=[CH:28][N:24]([CH:22]([C:16]4[CH:21]=[CH:20][CH:19]=[CH:18][CH:17]=4)[CH3:23])[N:25]=3)=[CH:9][C:6]=2[C:7]#[N:8])[CH:14]=1.